This data is from Full USPTO retrosynthesis dataset with 1.9M reactions from patents (1976-2016). The task is: Predict the reactants needed to synthesize the given product. Given the product [OH:8][CH2:9][CH2:10][C:11]1[S:15][C:14]([CH2:16][N:17]2[CH2:18][CH2:19][C:20]3([O:25][CH2:24][CH2:23][N:22]([C:26]([C:28]4[N:29]=[C:30]([CH3:33])[S:31][CH:32]=4)=[O:27])[CH2:21]3)[CH2:34][CH2:35]2)=[CH:13][CH:12]=1, predict the reactants needed to synthesize it. The reactants are: [Si]([O:8][CH2:9][CH2:10][C:11]1[S:15][C:14]([CH2:16][N:17]2[CH2:35][CH2:34][C:20]3([O:25][CH2:24][CH2:23][N:22]([C:26]([C:28]4[N:29]=[C:30]([CH3:33])[S:31][CH:32]=4)=[O:27])[CH2:21]3)[CH2:19][CH2:18]2)=[CH:13][CH:12]=1)(C(C)(C)C)(C)C.[F-].C([N+](CCCC)(CCCC)CCCC)CCC.